From a dataset of Catalyst prediction with 721,799 reactions and 888 catalyst types from USPTO. Predict which catalyst facilitates the given reaction. (1) Reactant: [NH2:1][C:2]1[N:7]=[CH:6][N:5]=[C:4]2[N:8]([CH:24]3[CH2:29][CH2:28][N:27]([CH2:30][C:31](O)=[O:32])[CH2:26][CH2:25]3)[N:9]=[C:10]([C:11]3[CH:16]=[CH:15][C:14]([O:17][C:18]4[CH:23]=[CH:22][CH:21]=[CH:20][CH:19]=4)=[CH:13][CH:12]=3)[C:3]=12.S(O)(O)(=O)=O.[NH2:39][C:40]1[NH:41][CH:42]=[CH:43][N:44]=1.Cl.CN(C)CCCN=C=NCC.C(N(CC)C(C)C)(C)C.ON1C2N=CC=CC=2N=N1. Product: [NH:41]1[CH:42]=[CH:43][N:44]=[C:40]1[NH:39][C:31](=[O:32])[CH2:30][N:27]1[CH2:26][CH2:25][CH:24]([N:8]2[C:4]3=[N:5][CH:6]=[N:7][C:2]([NH2:1])=[C:3]3[C:10]([C:11]3[CH:16]=[CH:15][C:14]([O:17][C:18]4[CH:19]=[CH:20][CH:21]=[CH:22][CH:23]=4)=[CH:13][CH:12]=3)=[N:9]2)[CH2:29][CH2:28]1. The catalyst class is: 4. (2) Reactant: C1(C[C:8]([C:17]2[CH:22]=[CH:21][C:20]([N+:23]([O-])=O)=[C:19]([CH3:26])[CH:18]=2)(C([O-])=O)[C:9]([O:11][CH2:12][CH3:13])=[O:10])C=CC=CC=1.[H][H]. The catalyst class is: 29. Product: [CH2:12]([O:11][C:9](=[O:10])[CH2:8][C:17]1[CH:22]=[CH:21][C:20]([NH2:23])=[C:19]([CH3:26])[CH:18]=1)[CH3:13]. (3) Reactant: [Cl:1][C:2]1[N:11]=[CH:10][C:9]([NH:12][C:13]([C:15]2[N:19]([CH3:20])[N:18]=[C:17]([C:21]([F:27])([F:26])[C:22]([F:25])([F:24])[F:23])[C:16]=2[C:28]([F:31])([F:30])[F:29])=[O:14])=[CH:8][C:3]=1[C:4]([O:6]C)=[O:5].[OH-].[Na+]. Product: [Cl:1][C:2]1[N:11]=[CH:10][C:9]([NH:12][C:13]([C:15]2[N:19]([CH3:20])[N:18]=[C:17]([C:21]([F:26])([F:27])[C:22]([F:23])([F:24])[F:25])[C:16]=2[C:28]([F:30])([F:31])[F:29])=[O:14])=[CH:8][C:3]=1[C:4]([OH:6])=[O:5]. The catalyst class is: 5. (4) Reactant: C(OC(=O)[NH:7][C@H:8]([C:14]1[N:15]=[C:16]2[CH:21]=[CH:20][C:19]([C:22]([CH3:25])([CH3:24])[CH3:23])=[CH:18][N:17]2[CH:26]=1)[C@@H:9]([CH3:13])[C:10]([NH2:12])=[O:11])(C)(C)C.FC(F)(F)C(O)=O. Product: [NH2:7][C@H:8]([C:14]1[N:15]=[C:16]2[CH:21]=[CH:20][C:19]([C:22]([CH3:25])([CH3:24])[CH3:23])=[CH:18][N:17]2[CH:26]=1)[C@@H:9]([CH3:13])[C:10]([NH2:12])=[O:11]. The catalyst class is: 4.